This data is from Merck oncology drug combination screen with 23,052 pairs across 39 cell lines. The task is: Regression. Given two drug SMILES strings and cell line genomic features, predict the synergy score measuring deviation from expected non-interaction effect. (1) Drug 1: Nc1ccn(C2OC(CO)C(O)C2(F)F)c(=O)n1. Drug 2: O=C(O)C1(Cc2cccc(Nc3nccs3)n2)CCC(Oc2cccc(Cl)c2F)CC1. Cell line: SKMES1. Synergy scores: synergy=-14.9. (2) Drug 1: COc1cccc2c1C(=O)c1c(O)c3c(c(O)c1C2=O)CC(O)(C(=O)CO)CC3OC1CC(N)C(O)C(C)O1. Drug 2: CS(=O)(=O)CCNCc1ccc(-c2ccc3ncnc(Nc4ccc(OCc5cccc(F)c5)c(Cl)c4)c3c2)o1. Cell line: KPL1. Synergy scores: synergy=0.146. (3) Drug 1: CCC1(O)CC2CN(CCc3c([nH]c4ccccc34)C(C(=O)OC)(c3cc4c(cc3OC)N(C)C3C(O)(C(=O)OC)C(OC(C)=O)C5(CC)C=CCN6CCC43C65)C2)C1. Drug 2: NC(=O)c1cccc2cn(-c3ccc(C4CCCNC4)cc3)nc12. Cell line: ES2. Synergy scores: synergy=11.8. (4) Drug 1: CCC1(O)CC2CN(CCc3c([nH]c4ccccc34)C(C(=O)OC)(c3cc4c(cc3OC)N(C)C3C(O)(C(=O)OC)C(OC(C)=O)C5(CC)C=CCN6CCC43C65)C2)C1. Drug 2: N#Cc1ccc(Cn2cncc2CN2CCN(c3cccc(Cl)c3)C(=O)C2)cc1. Cell line: A375. Synergy scores: synergy=34.2. (5) Drug 1: CCN(CC)CCNC(=O)c1c(C)[nH]c(C=C2C(=O)Nc3ccc(F)cc32)c1C. Drug 2: NC1(c2ccc(-c3nc4ccn5c(=O)[nH]nc5c4cc3-c3ccccc3)cc2)CCC1. Cell line: T47D. Synergy scores: synergy=14.3. (6) Cell line: HT144. Synergy scores: synergy=9.66. Drug 1: N#Cc1ccc(Cn2cncc2CN2CCN(c3cccc(Cl)c3)C(=O)C2)cc1. Drug 2: COc1cc(C2c3cc4c(cc3C(OC3OC5COC(C)OC5C(O)C3O)C3COC(=O)C23)OCO4)cc(OC)c1O. (7) Drug 1: N#Cc1ccc(Cn2cncc2CN2CCN(c3cccc(Cl)c3)C(=O)C2)cc1. Drug 2: Cn1nnc2c(C(N)=O)ncn2c1=O. Cell line: SW837. Synergy scores: synergy=14.5. (8) Drug 1: CC(=O)OC1C(=O)C2(C)C(O)CC3OCC3(OC(C)=O)C2C(OC(=O)c2ccccc2)C2(O)CC(OC(=O)C(O)C(NC(=O)c3ccccc3)c3ccccc3)C(C)=C1C2(C)C. Drug 2: CC(C)CC(NC(=O)C(Cc1ccccc1)NC(=O)c1cnccn1)B(O)O. Cell line: NCIH460. Synergy scores: synergy=-20.0. (9) Drug 1: O=C(CCCCCCC(=O)Nc1ccccc1)NO. Drug 2: O=C(NOCC(O)CO)c1ccc(F)c(F)c1Nc1ccc(I)cc1F. Cell line: HT144. Synergy scores: synergy=-30.7. (10) Drug 1: Cc1nc(Nc2ncc(C(=O)Nc3c(C)cccc3Cl)s2)cc(N2CCN(CCO)CC2)n1. Drug 2: CCc1cnn2c(NCc3ccc[n+]([O-])c3)cc(N3CCCCC3CCO)nc12. Cell line: NCIH23. Synergy scores: synergy=33.3.